This data is from Full USPTO retrosynthesis dataset with 1.9M reactions from patents (1976-2016). The task is: Predict the reactants needed to synthesize the given product. Given the product [F:1][C:2]1[CH:7]=[CH:6][C:5]([N:8]2[C:12]([C:13]3[N:14]=[CH:15][N:16]([C:18]4[CH:26]=[CH:25][C:21]([C:22]([NH:28][C:29]([CH3:33])([CH3:32])[CH2:30][OH:31])=[O:23])=[CH:20][N:19]=4)[CH:17]=3)=[C:11]([CH3:27])[N:10]=[N:9]2)=[CH:4][CH:3]=1, predict the reactants needed to synthesize it. The reactants are: [F:1][C:2]1[CH:7]=[CH:6][C:5]([N:8]2[C:12]([C:13]3[N:14]=[CH:15][N:16]([C:18]4[CH:26]=[CH:25][C:21]([C:22](O)=[O:23])=[CH:20][N:19]=4)[CH:17]=3)=[C:11]([CH3:27])[N:10]=[N:9]2)=[CH:4][CH:3]=1.[NH2:28][C:29]([CH3:33])([CH3:32])[CH2:30][OH:31].